Dataset: Reaction yield outcomes from USPTO patents with 853,638 reactions. Task: Predict the reaction yield, written as a fraction of the theoretical maximum amount of product (1.0 means a 100% yield; for example, 0.34 means a 34% yield). (1) The reactants are [Cl:1][C:2]1[C:10]2[N:9]=[C:8]3[N:11]([C:15]4[CH:20]=[CH:19][C:18]([Cl:21])=[CH:17][C:16]=4[Cl:22])[CH2:12][CH2:13][CH2:14][N:7]3[C:6]=2[C:5]([CH:23]([OH:26])[CH2:24][CH3:25])=[CH:4][CH:3]=1.[C:27](OC(=O)C)(=[O:29])[CH3:28]. The yield is 0.800. The catalyst is N1C=CC=CC=1. The product is [C:27]([O:26][CH:23]([C:5]1[C:6]2[N:7]3[CH2:14][CH2:13][CH2:12][N:11]([C:15]4[CH:20]=[CH:19][C:18]([Cl:21])=[CH:17][C:16]=4[Cl:22])[C:8]3=[N:9][C:10]=2[C:2]([Cl:1])=[CH:3][CH:4]=1)[CH2:24][CH3:25])(=[O:29])[CH3:28]. (2) The yield is 0.870. The reactants are [C:1]([O:5][C:6](=[O:16])[NH:7][CH2:8][C:9]1[CH:14]=[CH:13][CH:12]=[CH:11][C:10]=1[NH2:15])([CH3:4])([CH3:3])[CH3:2].[N:17]1[CH:22]=[CH:21][CH:20]=[C:19]([S:23](Cl)(=[O:25])=[O:24])[CH:18]=1. The product is [N:17]1[CH:22]=[CH:21][CH:20]=[C:19]([S:23]([NH:15][C:10]2[CH:11]=[CH:12][CH:13]=[CH:14][C:9]=2[CH2:8][NH:7][C:6](=[O:16])[O:5][C:1]([CH3:4])([CH3:2])[CH3:3])(=[O:25])=[O:24])[CH:18]=1. The catalyst is N1C=CC=CC=1. (3) The reactants are [C:1]([O:5][C:6]([N:8]1[CH2:13][CH2:12][CH2:11][C@@H:10]([NH:14][C:15]2[CH:20]=[CH:19][CH:18]=[CH:17][C:16]=2[NH2:21])[CH2:9]1)=[O:7])([CH3:4])([CH3:3])[CH3:2].[CH2:22]([O:29][C:30]([NH:32][C@@H:33]([CH3:37])[C:34](O)=O)=[O:31])[C:23]1[CH:28]=[CH:27][CH:26]=[CH:25][CH:24]=1.C1C=NC2N(O)N=NC=2C=1.Cl.CN(C)CCCN=C=NCC.CN1CCOCC1. The yield is 0.740. The product is [C:1]([O:5][C:6]([N:8]1[CH2:13][CH2:12][CH2:11][C@@H:10]([N:14]2[C:15]3[CH:20]=[CH:19][CH:18]=[CH:17][C:16]=3[N:21]=[C:37]2[C@@H:33]([NH:32][C:30]([O:29][CH2:22][C:23]2[CH:24]=[CH:25][CH:26]=[CH:27][CH:28]=2)=[O:31])[CH3:34])[CH2:9]1)=[O:7])([CH3:4])([CH3:2])[CH3:3]. The catalyst is C(Cl)Cl. (4) The reactants are [F:1][C:2]1[CH:3]=[C:4]([CH:7]=[C:8]([O:11]C)[C:9]=1[OH:10])[CH:5]=[O:6].[Al+3].[Cl-].[Cl-].[Cl-].N1C=CC=CC=1. The catalyst is C(Cl)Cl. The product is [F:1][C:2]1[CH:3]=[C:4]([CH:7]=[C:8]([OH:11])[C:9]=1[OH:10])[CH:5]=[O:6]. The yield is 0.810.